Predict which catalyst facilitates the given reaction. From a dataset of Catalyst prediction with 721,799 reactions and 888 catalyst types from USPTO. (1) Reactant: [C:1]([C:9]1[C:10](=[O:20])[N:11]([CH3:19])[C:12](=[O:18])[N:13]([CH3:17])[C:14]=1[CH2:15]Br)(=O)[C:2]1[CH:7]=[CH:6][CH:5]=[CH:4][CH:3]=1.[C:21]([O:25][CH2:26][C:27]1[CH:32]=[CH:31][CH:30]=[CH:29][CH:28]=1)(=[O:24])[NH:22][NH2:23].C(N(CC)CC)C. Product: [CH2:26]([O:25][C:21](=[O:24])[NH:22][N:23]1[C:1]([C:2]2[CH:7]=[CH:6][CH:5]=[CH:4][CH:3]=2)=[C:9]2[C:14]([N:13]([CH3:17])[C:12](=[O:18])[N:11]([CH3:19])[C:10]2=[O:20])=[CH:15]1)[C:27]1[CH:32]=[CH:31][CH:30]=[CH:29][CH:28]=1. The catalyst class is: 14. (2) Reactant: [Cl:1][C:2]1[N:3]=[C:4]([N:13]2[CH2:18][CH2:17][O:16][CH2:15][CH2:14]2)[C:5]2[N:10]=[C:9]([CH:11]=O)[S:8][C:6]=2[N:7]=1.[NH:19]1[CH2:22][CH:21]([N:23]2[CH2:28][CH2:27][S:26](=[O:30])(=[O:29])[CH2:25][CH2:24]2)[CH2:20]1.C(O[BH-](OC(=O)C)OC(=O)C)(=O)C.[Na+]. Product: [Cl:1][C:2]1[N:3]=[C:4]([N:13]2[CH2:18][CH2:17][O:16][CH2:15][CH2:14]2)[C:5]2[N:10]=[C:9]([CH2:11][N:19]3[CH2:22][CH:21]([N:23]4[CH2:28][CH2:27][S:26](=[O:30])(=[O:29])[CH2:25][CH2:24]4)[CH2:20]3)[S:8][C:6]=2[N:7]=1. The catalyst class is: 26. (3) The catalyst class is: 2. Product: [CH:21]1([N:25]2[CH2:30][CH2:29][N:28]([C:18](=[O:20])[CH2:17][N:12]3[CH2:11][C:10]4[N:9]=[CH:8][C:7]([C:5]([O:4][CH2:2][CH3:3])=[O:6])=[CH:16][C:15]=4[CH2:14][CH2:13]3)[CH2:27][CH:26]2[CH3:31])[CH2:22][CH2:23][CH2:24]1. Reactant: Cl.[CH2:2]([O:4][C:5]([C:7]1[CH:8]=[N:9][C:10]2[CH2:11][N:12]([CH2:17][C:18]([OH:20])=O)[CH2:13][CH2:14][C:15]=2[CH:16]=1)=[O:6])[CH3:3].[CH:21]1([N:25]2[CH2:30][CH2:29][NH:28][CH2:27][CH:26]2[CH3:31])[CH2:24][CH2:23][CH2:22]1.F[P-](F)(F)(F)(F)F.N1(O[P+](N(C)C)(N(C)C)N(C)C)C2C=CC=CC=2N=N1.